Dataset: Full USPTO retrosynthesis dataset with 1.9M reactions from patents (1976-2016). Task: Predict the reactants needed to synthesize the given product. (1) Given the product [NH2:13][C:9]1[CH:10]=[CH:11][CH:12]=[C:4]([N+:1]([O-:3])=[O:2])[C:5]=1[C:6]([OH:8])=[O:7], predict the reactants needed to synthesize it. The reactants are: [N+:1]([C:4]1[CH:12]=[CH:11][CH:10]=[C:9]([N+:13]([O-])=O)[C:5]=1[C:6]([OH:8])=[O:7])([O-:3])=[O:2].[SH-].[Na+].CO. (2) Given the product [C:9]([N@:8]1[CH2:2][CH:3]1[C:4]([O:6][CH3:7])=[O:5])([C:10]1[CH:11]=[CH:12][CH:13]=[CH:14][CH:15]=1)([C:22]1[CH:27]=[CH:26][CH:25]=[CH:24][CH:23]=1)[C:16]1[CH:17]=[CH:18][CH:19]=[CH:20][CH:21]=1, predict the reactants needed to synthesize it. The reactants are: O[CH2:2][C@H:3]([NH:8][C:9]([C:22]1[CH:27]=[CH:26][CH:25]=[CH:24][CH:23]=1)([C:16]1[CH:21]=[CH:20][CH:19]=[CH:18][CH:17]=1)[C:10]1[CH:15]=[CH:14][CH:13]=[CH:12][CH:11]=1)[C:4]([O:6][CH3:7])=[O:5].C(N(CC)CC)C.CN(C1C=CC=CN=1)C.CS(Cl)(=O)=O. (3) Given the product [N+:27]([C:22]1[CH:21]=[C:20]([NH:19][C:9]2[C:18]3[C:13](=[CH:14][CH:15]=[CH:16][CH:17]=3)[N:12]=[CH:11][CH:10]=2)[CH:25]=[CH:24][C:23]=1[OH:26])([O-:29])=[O:28], predict the reactants needed to synthesize it. The reactants are: C(O)(C(F)(F)F)=O.Cl[C:9]1[C:18]2[C:13](=[CH:14][CH:15]=[CH:16][CH:17]=2)[N:12]=[CH:11][CH:10]=1.[NH2:19][C:20]1[CH:25]=[CH:24][C:23]([OH:26])=[C:22]([N+:27]([O-:29])=[O:28])[CH:21]=1. (4) Given the product [C:31](=[N:44][C:2]1[CH:30]=[CH:29][C:5]([CH2:6][N:7]2[C:11]3=[N:12][C:13]([C:16]4[CH:21]=[C:20]([O:22][CH3:23])[C:19]([O:24][CH3:25])=[C:18]([O:26][CH3:27])[CH:17]=4)=[CH:14][N:15]=[C:10]3[NH:9][C:8]2=[O:28])=[CH:4][CH:3]=1)([C:38]1[CH:39]=[CH:40][CH:41]=[CH:42][CH:43]=1)[C:32]1[CH:37]=[CH:36][CH:35]=[CH:34][CH:33]=1, predict the reactants needed to synthesize it. The reactants are: Cl[C:2]1[CH:30]=[CH:29][C:5]([CH2:6][N:7]2[C:11]3=[N:12][C:13]([C:16]4[CH:21]=[C:20]([O:22][CH3:23])[C:19]([O:24][CH3:25])=[C:18]([O:26][CH3:27])[CH:17]=4)=[CH:14][N:15]=[C:10]3[NH:9][C:8]2=[O:28])=[CH:4][CH:3]=1.[C:31](=[NH:44])([C:38]1[CH:43]=[CH:42][CH:41]=[CH:40][CH:39]=1)[C:32]1[CH:37]=[CH:36][CH:35]=[CH:34][CH:33]=1.CC(C)([O-])C.[Na+]. (5) The reactants are: [N+:1]([C:4]1[CH:5]=[N:6][N:7]([CH2:9][CH2:10][CH2:11][NH:12][C:13]2[N:14]=[CH:15][C:16]3[N:21]=[N:20][N:19]([C:22]4[CH:33]=[CH:32][C:25]([O:26][CH2:27][CH2:28][C:29]([OH:31])=[O:30])=[CH:24][CH:23]=4)[C:17]=3[N:18]=2)[CH:8]=1)([O-])=O. Given the product [NH2:1][C:4]1[CH:5]=[N:6][N:7]([CH2:9][CH2:10][CH2:11][NH:12][C:13]2[N:14]=[CH:15][C:16]3[N:21]=[N:20][N:19]([C:22]4[CH:33]=[CH:32][C:25]([O:26][CH2:27][CH2:28][C:29]([OH:31])=[O:30])=[CH:24][CH:23]=4)[C:17]=3[N:18]=2)[CH:8]=1, predict the reactants needed to synthesize it. (6) Given the product [C:9]([C:7]1[O:8][C:4]2[C:5](=[C:13]([C:15]([OH:17])=[O:16])[CH:14]=[C:2]([C:21]3[CH:26]=[CH:25][CH:24]=[CH:23][CH:22]=3)[C:3]=2[N+:18]([O-:20])=[O:19])[N:6]=1)([CH3:12])([CH3:11])[CH3:10], predict the reactants needed to synthesize it. The reactants are: Br[C:2]1[C:3]([N+:18]([O-:20])=[O:19])=[C:4]2[O:8][C:7]([C:9]([CH3:12])([CH3:11])[CH3:10])=[N:6][C:5]2=[C:13]([C:15]([OH:17])=[O:16])[CH:14]=1.[C:21]1(B(O)O)[CH:26]=[CH:25][CH:24]=[CH:23][CH:22]=1.C(=O)([O-])[O-].[Na+].[Na+].Cl. (7) Given the product [NH2:8][C@H:9]1[CH2:14][CH2:13][C@H:12]([N:15]([CH2:38][CH3:39])[C:16]2[C:17]([CH3:37])=[C:18]([C:33]([O:35][CH3:36])=[O:34])[CH:19]=[C:20]([C:22]3[CH:27]=[CH:26][C:25]([O:28][CH2:29][CH2:30][O:31][CH3:32])=[CH:24][CH:23]=3)[CH:21]=2)[CH2:11][CH2:10]1, predict the reactants needed to synthesize it. The reactants are: C(OC([NH:8][C@H:9]1[CH2:14][CH2:13][C@H:12]([N:15]([CH2:38][CH3:39])[C:16]2[C:17]([CH3:37])=[C:18]([C:33]([O:35][CH3:36])=[O:34])[CH:19]=[C:20]([C:22]3[CH:27]=[CH:26][C:25]([O:28][CH2:29][CH2:30][O:31][CH3:32])=[CH:24][CH:23]=3)[CH:21]=2)[CH2:11][CH2:10]1)=O)(C)(C)C.C(O)(C(F)(F)F)=O.C(=O)(O)[O-]. (8) Given the product [Cl:26][C:27]1[CH:32]=[CH:31][C:30]([NH:33][C:34]([NH:1][C:2]2[CH:7]=[CH:6][CH:5]=[C:4]([C:8]([C:10]3[CH:11]=[C:12]4[C:17](=[CH:18][CH:19]=3)[N:16]=[CH:15][C:14]([C:20]3[CH:21]=[N:22][CH:23]=[CH:24][CH:25]=3)=[N:13]4)=[O:9])[CH:3]=2)=[O:35])=[CH:29][C:28]=1[C:36]([F:37])([F:38])[F:39], predict the reactants needed to synthesize it. The reactants are: [NH2:1][C:2]1[CH:3]=[C:4]([C:8]([C:10]2[CH:11]=[C:12]3[C:17](=[CH:18][CH:19]=2)[N:16]=[CH:15][C:14]([C:20]2[CH:21]=[N:22][CH:23]=[CH:24][CH:25]=2)=[N:13]3)=[O:9])[CH:5]=[CH:6][CH:7]=1.[Cl:26][C:27]1[CH:32]=[CH:31][C:30]([N:33]=[C:34]=[O:35])=[CH:29][C:28]=1[C:36]([F:39])([F:38])[F:37].